Regression. Given two drug SMILES strings and cell line genomic features, predict the synergy score measuring deviation from expected non-interaction effect. From a dataset of NCI-60 drug combinations with 297,098 pairs across 59 cell lines. (1) Drug 1: CCC(=C(C1=CC=CC=C1)C2=CC=C(C=C2)OCCN(C)C)C3=CC=CC=C3.C(C(=O)O)C(CC(=O)O)(C(=O)O)O. Drug 2: C(CCl)NC(=O)N(CCCl)N=O. Cell line: SF-295. Synergy scores: CSS=24.7, Synergy_ZIP=0.150, Synergy_Bliss=8.46, Synergy_Loewe=5.51, Synergy_HSA=5.59. (2) Drug 1: C1=C(C(=O)NC(=O)N1)F. Drug 2: C1=NC2=C(N=C(N=C2N1C3C(C(C(O3)CO)O)F)Cl)N. Cell line: ACHN. Synergy scores: CSS=62.2, Synergy_ZIP=3.98, Synergy_Bliss=3.76, Synergy_Loewe=4.97, Synergy_HSA=9.07.